This data is from HIV replication inhibition screening data with 41,000+ compounds from the AIDS Antiviral Screen. The task is: Binary Classification. Given a drug SMILES string, predict its activity (active/inactive) in a high-throughput screening assay against a specified biological target. (1) The compound is CCN(CCCc1ccccc1)CCCc1ccccc1.O=C(O)CC(O)(CC(=O)O)C(=O)O. The result is 0 (inactive). (2) The result is 0 (inactive). The molecule is CC1Cc2c(N)nc(NN)nc2NC1=O. (3) The drug is CCC=CCC=CCC=CCCCCCCCC(=O)NC(CCC(N)=O)C(=O)O.N. The result is 0 (inactive). (4) The drug is CNC(=O)NCCc1c[nH]c2ccccc12. The result is 0 (inactive). (5) The molecule is Cc1cc(N=Nc2ccc([N+](=O)[O-])cc2)c(NCC(O)C(O)C(O)CO)cc1C. The result is 0 (inactive). (6) The drug is CC1=NC(=Cc2cccc(C#N)c2)C(=O)O1. The result is 0 (inactive). (7) The compound is Oc1c2cccc1Cc1cccc3c1OCCOCCOCCOCCOc1c(cccc1Cc1cccc(c1O)C3)C2. The result is 0 (inactive).